From a dataset of CYP1A2 inhibition data for predicting drug metabolism from PubChem BioAssay. Regression/Classification. Given a drug SMILES string, predict its absorption, distribution, metabolism, or excretion properties. Task type varies by dataset: regression for continuous measurements (e.g., permeability, clearance, half-life) or binary classification for categorical outcomes (e.g., BBB penetration, CYP inhibition). Dataset: cyp1a2_veith. (1) The compound is CCCCc1ccc(-c2nc(NC(=O)C3C4CCC(O4)C3C(=O)O)sc2C)cc1. The result is 1 (inhibitor). (2) The molecule is Cc1cccc(CCNc2nc3ccccc3n3nnnc23)c1. The result is 1 (inhibitor).